From a dataset of Forward reaction prediction with 1.9M reactions from USPTO patents (1976-2016). Predict the product of the given reaction. (1) Given the reactants [C:9](O[C:9]([O:11][C:12]([CH3:15])([CH3:14])[CH3:13])=[O:10])([O:11][C:12]([CH3:15])([CH3:14])[CH3:13])=[O:10].[CH3:16][C:17]1([CH3:27])[O:21][C@H:20]([CH2:22][NH2:23])[C@@H:19]([CH2:24][S:25][CH3:26])[O:18]1.CO, predict the reaction product. The product is: [C:12]([O:11][C:9](=[O:10])[NH:23][CH2:22][C@@H:20]1[C@@H:19]([CH2:24][S:25][CH3:26])[O:18][C:17]([CH3:27])([CH3:16])[O:21]1)([CH3:13])([CH3:14])[CH3:15]. (2) Given the reactants [ClH:1].[C:2]([NH:6][C:7]1([CH3:24])[CH2:10][N:9](C(C2C=CC=CC=2)C2C=CC=CC=2)[CH2:8]1)([CH3:5])([CH3:4])[CH3:3], predict the reaction product. The product is: [ClH:1].[C:2]([NH:6][C:7]1([CH3:24])[CH2:10][NH:9][CH2:8]1)([CH3:5])([CH3:4])[CH3:3].